This data is from Full USPTO retrosynthesis dataset with 1.9M reactions from patents (1976-2016). The task is: Predict the reactants needed to synthesize the given product. (1) Given the product [C:17]1([C:16]([C:3]2([C:2]([F:7])([F:6])[F:1])[CH2:4][O:5]2)=[O:23])[CH:22]=[CH:21][CH:20]=[CH:19][CH:18]=1, predict the reactants needed to synthesize it. The reactants are: [F:1][C:2]([F:7])([F:6])[CH:3]1[O:5][CH2:4]1.C([Li])CCC.CON(C)[C:16](=[O:23])[C:17]1[CH:22]=[CH:21][CH:20]=[CH:19][CH:18]=1.C(OCC)C. (2) Given the product [F:50][C@@H:51]1[CH2:55][NH:54][C@H:53]([C:63]2[NH:64][C:65](=[O:78])[C:66]3[O:71][C:70]4[CH:72]=[CH:73][C:74]([O:76][CH3:77])=[CH:75][C:69]=4[C:67]=3[N:68]=2)[CH2:52]1, predict the reactants needed to synthesize it. The reactants are: BrC1C=CC2OC3C(=O)NC(C4CCNCC4)=NC=3C=2C=1.BrC1C=CC2OC3C(=O)NC(C4CCN(C(OC(C)(C)C)=O)CC4)=NC=3C=2C=1.[F:50][C@@H:51]1[CH2:55][N:54](C(OC(C)(C)C)=O)[C@H:53]([C:63]2[NH:64][C:65](=[O:78])[C:66]3[O:71][C:70]4[CH:72]=[CH:73][C:74]([O:76][CH3:77])=[CH:75][C:69]=4[C:67]=3[N:68]=2)[CH2:52]1. (3) Given the product [CH2:1]([C:3]1[CH:4]=[C:5]([CH2:11][C@@H:12]([NH:17][C:18]([N:20]2[CH2:21][CH2:22][CH:23]([N:26]3[CH2:32][CH2:31][C:30]4[CH:33]=[CH:34][CH:35]=[CH:36][C:29]=4[NH:28][C:27]3=[O:37])[CH2:24][CH2:25]2)=[O:19])[C:13]([OH:15])=[O:14])[CH:6]=[CH:7][C:8]=1[CH2:9][CH3:10])[CH3:2], predict the reactants needed to synthesize it. The reactants are: [CH2:1]([C:3]1[CH:4]=[C:5]([CH2:11][C@@H:12]([NH:17][C:18]([N:20]2[CH2:25][CH2:24][CH:23]([N:26]3[CH2:32][CH2:31][C:30]4[CH:33]=[CH:34][CH:35]=[CH:36][C:29]=4[NH:28][C:27]3=[O:37])[CH2:22][CH2:21]2)=[O:19])[C:13]([O:15]C)=[O:14])[CH:6]=[CH:7][C:8]=1[CH2:9][CH3:10])[CH3:2].O.[OH-].[Li+]. (4) Given the product [CH:20]([C:10]1[NH:11][C:12]([C:13]2[CH:18]=[CH:17][CH:16]=[C:15]([CH3:19])[N:14]=2)=[C:8]([C:4]2[CH:5]=[CH:6][CH:7]=[C:2]([N:23]3[CH:27]=[CH:26][CH:25]=[N:24]3)[CH:3]=2)[N:9]=1)([CH3:22])[CH3:21], predict the reactants needed to synthesize it. The reactants are: Br[C:2]1[CH:3]=[C:4]([C:8]2[N:9]=[C:10]([CH:20]([CH3:22])[CH3:21])[NH:11][C:12]=2[C:13]2[CH:18]=[CH:17][CH:16]=[C:15]([CH3:19])[N:14]=2)[CH:5]=[CH:6][CH:7]=1.[NH:23]1[CH:27]=[CH:26][CH:25]=[N:24]1.C(=O)([O-])[O-].[K+].[K+].O.